Dataset: Forward reaction prediction with 1.9M reactions from USPTO patents (1976-2016). Task: Predict the product of the given reaction. (1) Given the reactants C([NH:8][C:9]1[CH:10]=[C:11]([CH:19]=[C:20]([C:22]2[CH:27]=[CH:26][C:25]([CH3:28])=[CH:24][CH:23]=2)[N:21]=1)[C:12]([O:14][C:15]([CH3:18])([CH3:17])[CH3:16])=[O:13])C1C=CC=CC=1.FC(F)(F)C(O)=O, predict the reaction product. The product is: [NH2:8][C:9]1[CH:10]=[C:11]([CH:19]=[C:20]([C:22]2[CH:27]=[CH:26][C:25]([CH3:28])=[CH:24][CH:23]=2)[N:21]=1)[C:12]([O:14][C:15]([CH3:16])([CH3:17])[CH3:18])=[O:13]. (2) Given the reactants [CH3:1][C:2]1[CH:24]=[CH:23][C:22]([CH3:25])=[CH:21][C:3]=1[CH2:4][O:5][C:6]1[CH:11]=[CH:10][C:9]([C:12](=[O:20])[CH2:13][CH2:14][C:15]([O:17]CC)=[O:16])=[CH:8][CH:7]=1.[OH-].[Na+], predict the reaction product. The product is: [CH3:1][C:2]1[CH:24]=[CH:23][C:22]([CH3:25])=[CH:21][C:3]=1[CH2:4][O:5][C:6]1[CH:7]=[CH:8][C:9]([C:12](=[O:20])[CH2:13][CH2:14][C:15]([OH:17])=[O:16])=[CH:10][CH:11]=1. (3) Given the reactants CS([O:5][CH2:6][C:7]1[C:8]([C:16]2[CH:21]=[CH:20][C:19]([O:22][CH3:23])=[CH:18][C:17]=2[F:24])=[N:9][S:10][C:11]=1[C:12]([F:15])([F:14])[F:13])(=O)=O.O[C:26]1[C:31]([F:32])=[CH:30][C:29]([CH2:33][CH2:34][C:35]([O:37]CC)=[O:36])=[CH:28][C:27]=1[F:40], predict the reaction product. The product is: [F:32][C:31]1[CH:30]=[C:29]([CH2:33][CH2:34][C:35]([OH:37])=[O:36])[CH:28]=[C:27]([F:40])[C:26]=1[O:5][CH2:6][C:7]1[C:8]([C:16]2[CH:21]=[CH:20][C:19]([O:22][CH3:23])=[CH:18][C:17]=2[F:24])=[N:9][S:10][C:11]=1[C:12]([F:15])([F:14])[F:13]. (4) Given the reactants P(Cl)(Cl)(Cl)(Cl)[Cl:2].[CH3:7][C:8]([CH3:16])([C:13](=O)[CH3:14])[C:9]([O:11][CH3:12])=[O:10], predict the reaction product. The product is: [Cl:2][C:13](=[CH2:14])[C:8]([CH3:16])([CH3:7])[C:9]([O:11][CH3:12])=[O:10].